Task: Predict the reaction yield, written as a fraction of the theoretical maximum amount of product (1.0 means a 100% yield; for example, 0.34 means a 34% yield).. Dataset: Reaction yield outcomes from USPTO patents with 853,638 reactions The reactants are [OH:1][C:2]1[CH:10]=[CH:9][C:8]([N:11]2[CH:15]=[CH:14][CH:13]=[CH:12]2)=[CH:7][C:3]=1[C:4]([OH:6])=[O:5].Cl.CN(C)[CH2:19][CH2:20]CN=C=N.O.ON1C2C=CC=CC=2N=N1.C(O)C. The catalyst is CN(C)C=O.O. The product is [N:11]1([C:8]2[CH:7]=[C:3]([C:4]([O:6][CH2:19][CH3:20])=[O:5])[C:2]([OH:1])=[CH:10][CH:9]=2)[CH:15]=[CH:14][CH:13]=[CH:12]1. The yield is 0.200.